This data is from Full USPTO retrosynthesis dataset with 1.9M reactions from patents (1976-2016). The task is: Predict the reactants needed to synthesize the given product. Given the product [CH2:14]([N:21]([CH2:22][CH2:23][CH2:24][CH3:25])[C:27](=[O:28])[O:29][CH3:30])[C:15]1[CH:20]=[CH:19][CH:18]=[CH:17][CH:16]=1, predict the reactants needed to synthesize it. The reactants are: C(N)C1C=CC=CC=1.C(I)CCC.[CH2:14]([NH:21][CH2:22][CH2:23][CH2:24][CH3:25])[C:15]1[CH:20]=[CH:19][CH:18]=[CH:17][CH:16]=1.Cl[C:27]([O:29][CH3:30])=[O:28].